From a dataset of Reaction yield outcomes from USPTO patents with 853,638 reactions. Predict the reaction yield, written as a fraction of the theoretical maximum amount of product (1.0 means a 100% yield; for example, 0.34 means a 34% yield). (1) The reactants are N[C:2]1[C:7]2[N:8]([C:11]3[CH:16]=[CH:15][CH:14]=[CH:13][CH:12]=3)[CH:9]=[N:10][C:6]=2[CH:5]=[C:4]([C:17]#[N:18])[CH:3]=1.N([O-])=O.[Na+].[I-:23].[K+].S([O-])([O-])=O.[Na+].[Na+]. The catalyst is Cl.O. The product is [C:17]([C:4]1[CH:3]=[C:2]([I:23])[C:7]2[N:8]([C:11]3[CH:16]=[CH:15][CH:14]=[CH:13][CH:12]=3)[CH:9]=[N:10][C:6]=2[CH:5]=1)#[N:18]. The yield is 0.350. (2) The reactants are C[O:2][C:3](=[O:31])[C:4]1[CH:9]=[CH:8][C:7]([C:10]2[CH:11]=[N:12][C:13]([NH2:30])=[C:14]([O:16][CH:17]([C:19]3[CH:24]=[CH:23][CH:22]=[C:21]([F:25])[C:20]=3[C:26]([F:29])([F:28])[F:27])[CH3:18])[CH:15]=2)=[CH:6][CH:5]=1.O.[Li+].[OH-]. The catalyst is CC(O)C.CCOC(C)=O. The product is [NH2:30][C:13]1[N:12]=[CH:11][C:10]([C:7]2[CH:8]=[CH:9][C:4]([C:3]([OH:31])=[O:2])=[CH:5][CH:6]=2)=[CH:15][C:14]=1[O:16][CH:17]([C:19]1[CH:24]=[CH:23][CH:22]=[C:21]([F:25])[C:20]=1[C:26]([F:29])([F:28])[F:27])[CH3:18]. The yield is 0.880. (3) The yield is 0.430. The reactants are [NH2:1][C:2]1[C:7]2[S:8][C:9]3[C:10](=[N:11][CH:12]=[C:13]([C:23]#[N:24])[C:14]=3[NH:15][C:16]3[CH:21]=[CH:20][CH:19]=[C:18]([Br:22])[CH:17]=3)[C:6]=2[CH:5]=[CH:4][CH:3]=1.[C:25](O)(=[O:28])[CH:26]=[CH2:27].C(N(CC)C(C)C)(C)C.Cl.CN(C)CCCN=C=NCC. The catalyst is O1CCCC1.CN(C)C=O. The product is [Br:22][C:18]1[CH:17]=[C:16]([CH:21]=[CH:20][CH:19]=1)[NH:15][C:14]1[C:13]([C:23]#[N:24])=[CH:12][N:11]=[C:10]2[C:6]3[CH:5]=[CH:4][CH:3]=[C:2]([NH:1][C:25](=[O:28])[CH:26]=[CH2:27])[C:7]=3[S:8][C:9]=12. (4) The reactants are [C:1]([N:8]1[CH2:13][C@@H:12]2[CH2:14][C@H:9]1[CH2:10][NH:11]2)([O:3][C:4]([CH3:7])([CH3:6])[CH3:5])=[O:2].[NH2:15][C:16]1[NH:17][C:18](=O)[C:19]2[N:25]=[C:24]([C:26]3[CH:31]=[CH:30][C:29]([F:32])=[CH:28][CH:27]=3)[CH:23]=[CH:22][C:20]=2[N:21]=1. No catalyst specified. The product is [C:4]([O:3][C:1]([N:8]1[CH2:13][C@@H:12]2[CH2:14][C@H:9]1[CH2:10][N:11]2[C:18]1[C:19]2[N:25]=[C:24]([C:26]3[CH:31]=[CH:30][C:29]([F:32])=[CH:28][CH:27]=3)[CH:23]=[CH:22][C:20]=2[N:21]=[C:16]([NH2:15])[N:17]=1)=[O:2])([CH3:7])([CH3:6])[CH3:5]. The yield is 0.770. (5) The yield is 0.760. The product is [CH3:3][N:2]([CH3:1])[CH2:4][CH2:5][N:6]1[C:20](=[O:21])[C:15]2[CH:16]=[C:17]([NH:19][C:32]([NH:31][C:26]3[CH:27]=[CH:28][C:29]4[O:30][CH2:22][O:23][C:24]=4[CH:25]=3)=[O:33])[CH:18]=[C:13]3[C:14]=2[C:9](=[CH:10][CH:11]=[CH:12]3)[C:7]1=[O:8]. The reactants are [CH3:1][N:2]([CH2:4][CH2:5][N:6]1[C:20](=[O:21])[C:15]2=[CH:16][C:17]([NH2:19])=[CH:18][C:13]3[C:14]2=[C:9]([CH:10]=[CH:11][CH:12]=3)[C:7]1=[O:8])[CH3:3].[CH2:22]1[O:30][C:29]2[CH:28]=[CH:27][C:26]([N:31]=[C:32]=[O:33])=[CH:25][C:24]=2[O:23]1. The catalyst is C(#N)C. (6) The reactants are [F:1][C:2]([F:7])([F:6])[C:3]([OH:5])=[O:4].[CH2:8]([S:10]([N:13]1[CH2:18][CH2:17][CH:16]([C:19]2[C:27]3[C:22](=[C:23]([C:39]([NH2:41])=[O:40])[CH:24]=[C:25]([C:28]4[CH:29]=[N:30][N:31]([CH2:33][CH2:34][NH:35][CH2:36][CH2:37]O)[CH:32]=4)[CH:26]=3)[NH:21][CH:20]=2)[CH2:15][CH2:14]1)(=[O:12])=[O:11])[CH3:9].[CH:42]1(N)CC[CH2:43]1.NCCO. No catalyst specified. The product is [F:1][C:2]([F:7])([F:6])[C:3]([OH:5])=[O:4].[CH:36]1([NH:35][CH2:34][CH2:33][N:31]2[CH:32]=[C:28]([C:25]3[CH:26]=[C:27]4[C:22](=[C:23]([C:39]([NH2:41])=[O:40])[CH:24]=3)[NH:21][CH:20]=[C:19]4[CH:16]3[CH2:17][CH2:18][N:13]([S:10]([CH2:8][CH3:9])(=[O:12])=[O:11])[CH2:14][CH2:15]3)[CH:29]=[N:30]2)[CH2:37][CH2:43][CH2:42]1. The yield is 0.380.